This data is from Forward reaction prediction with 1.9M reactions from USPTO patents (1976-2016). The task is: Predict the product of the given reaction. Given the reactants [C:1]1([C:7]2[O:11][C:10]([CH:12]=[O:13])=[CH:9][CH:8]=2)[CH:6]=[CH:5][CH:4]=[CH:3][CH:2]=1.Br[C:15]1[CH:20]=[CH:19][C:18]([O:21][CH3:22])=[CH:17][CH:16]=1, predict the reaction product. The product is: [CH3:22][O:21][C:18]1[CH:19]=[CH:20][C:15]([CH:12]([C:10]2[O:11][C:7]([C:1]3[CH:2]=[CH:3][CH:4]=[CH:5][CH:6]=3)=[CH:8][CH:9]=2)[OH:13])=[CH:16][CH:17]=1.